Dataset: Catalyst prediction with 721,799 reactions and 888 catalyst types from USPTO. Task: Predict which catalyst facilitates the given reaction. (1) The catalyst class is: 30. Reactant: [N:1]([CH2:4][C:5]1[C:10]([CH3:11])=[C:9]([CH2:12][N:13]=[N+]=[N-])[C:8]([CH3:16])=[CH:7][C:6]=1[CH3:17])=[N+]=[N-].C1(P(C2C=CC=CC=2)C2C=CC=CC=2)C=CC=CC=1. Product: [CH3:11][C:10]1[C:9]([CH2:12][NH2:13])=[C:8]([CH3:16])[CH:7]=[C:6]([CH3:17])[C:5]=1[CH2:4][NH2:1]. (2) Reactant: [Br:1][C:2]1[S:3][CH:4]=[C:5]([C:7]([O:9]C)=[O:8])[N:6]=1.[OH-].[Li+]. Product: [Br:1][C:2]1[S:3][CH:4]=[C:5]([C:7]([OH:9])=[O:8])[N:6]=1. The catalyst class is: 1. (3) Reactant: O1[CH2:5][CH2:4][CH2:3][CH2:2]1.[CH2:6]([O:13][C:14]([NH:16][NH:17][C@@:18]([CH3:31])([CH2:22][C:23]1[CH:28]=[CH:27][C:26]([OH:29])=[C:25]([OH:30])[CH:24]=1)[C:19]([OH:21])=[O:20])=[O:15])[C:7]1[CH:12]=[CH:11][CH:10]=[CH:9][CH:8]=1.P([O-])([O-])([O-])=O.C(=O)([O-])[O-].[Cs+].[Cs+].[CH2:43](Br)[C:44]1[CH:49]=[CH:48][CH:47]=[CH:46][CH:45]=1. Product: [CH2:2]([N:17]([C@@:18]([CH3:31])([CH2:22][C:23]1[CH:28]=[CH:27][C:26]([OH:29])=[C:25]([O:30][CH2:6][C:7]2[CH:12]=[CH:11][CH:10]=[CH:9][CH:8]=2)[CH:24]=1)[C:19]([O:21][CH2:43][C:44]1[CH:49]=[CH:48][CH:47]=[CH:46][CH:45]=1)=[O:20])[NH:16][C:14]([O:13][CH2:6][C:7]1[CH:12]=[CH:11][CH:10]=[CH:9][CH:8]=1)=[O:15])[C:3]1[CH:4]=[CH:3][CH:2]=[CH:5][CH:4]=1. The catalyst class is: 3. (4) Reactant: Cl[C:2]1[C:3]2[CH:14]=[CH:13][NH:12][C:4]=2[N:5]=[C:6]([NH:8][CH2:9][C:10]#[CH:11])[N:7]=1.C(=O)([O-])[O-].[K+].[K+].Cl.[CH3:22][O:23][NH:24][CH3:25].O. Product: [CH3:22][O:23][N:24]([CH3:25])[C:2]1[C:3]2[CH:14]=[CH:13][NH:12][C:4]=2[N:5]=[C:6]([NH:8][CH2:9][C:10]#[CH:11])[N:7]=1. The catalyst class is: 114. (5) Reactant: [Cl:1][C:2]1[CH:10]=[CH:9][CH:8]=[C:7]2[C:3]=1[CH:4]([NH:29][C:30]([CH3:35])([CH3:34])[CH2:31]SC)[N:5]([C:12]1[CH:17]=[CH:16][C:15]([C:18]([F:27])([C:23]([F:26])([F:25])[F:24])[C:19]([F:22])([F:21])[F:20])=[CH:14][C:13]=1[CH3:28])[C:6]2=[O:11].Cl[C:37]1C=CC=C(C(OO)=O)C=1.[S:47]([O-:51])([O-])(=[O:49])=S.[Na+].[Na+].C(=O)([O-])O.[Na+]. Product: [Cl:1][C:2]1[CH:10]=[CH:9][CH:8]=[C:7]2[C:3]=1[CH:4]([NH:29][C:30]([CH3:34])([CH3:35])[CH2:31][S:47]([CH3:37])(=[O:51])=[O:49])[N:5]([C:12]1[CH:17]=[CH:16][C:15]([C:18]([F:27])([C:23]([F:26])([F:25])[F:24])[C:19]([F:21])([F:20])[F:22])=[CH:14][C:13]=1[CH3:28])[C:6]2=[O:11]. The catalyst class is: 4. (6) Reactant: [C:1]1([CH2:7][CH2:8][O:9][CH2:10][CH2:11][CH2:12][S:13]([CH2:16][CH2:17][OH:18])(=[O:15])=[O:14])[CH:6]=[CH:5][CH:4]=[CH:3][CH:2]=1.[C:19](Cl)(=[O:26])[C:20]1[CH:25]=[CH:24][CH:23]=[CH:22][CH:21]=1.C(N(CC)CC)C. Product: [C:19]([O:18][CH2:17][CH2:16][S:13]([CH2:12][CH2:11][CH2:10][O:9][CH2:8][CH2:7][C:1]1[CH:2]=[CH:3][CH:4]=[CH:5][CH:6]=1)(=[O:14])=[O:15])(=[O:26])[C:20]1[CH:25]=[CH:24][CH:23]=[CH:22][CH:21]=1. The catalyst class is: 4. (7) Reactant: C[O:2][C:3]1[CH:4]=[C:5]2[C:9](=[CH:10][CH:11]=1)[C:8](=[O:12])[CH2:7][C:6]2([CH3:14])[CH3:13].C1(S)C=CC=CC=1.C(=O)([O-])[O-].[K+].[K+]. Product: [OH:2][C:3]1[CH:4]=[C:5]2[C:9](=[CH:10][CH:11]=1)[C:8](=[O:12])[CH2:7][C:6]2([CH3:14])[CH3:13]. The catalyst class is: 37. (8) Reactant: [C:1]1([N:7]2[CH2:12][CH2:11][C:10](=[N:13]O)[CH2:9][CH2:8]2)[CH:6]=[CH:5][CH:4]=[CH:3][CH:2]=1. Product: [C:1]1([N:7]2[CH2:8][CH2:9][CH:10]([NH2:13])[CH2:11][CH2:12]2)[CH:6]=[CH:5][CH:4]=[CH:3][CH:2]=1. The catalyst class is: 94. (9) Reactant: [Br:1][C:2]1[NH:10][C:9]2[C:8](=[O:11])[NH:7][C:6](=[O:12])[N:5]([CH3:13])[C:4]=2[N:3]=1.C(=O)([O-])[O-].[K+].[K+].[CH2:20]([O:22][CH2:23]Cl)[CH3:21]. Product: [Br:1][C:2]1[N:10]([CH2:23][O:22][CH2:20][CH3:21])[C:9]2[C:8](=[O:11])[NH:7][C:6](=[O:12])[N:5]([CH3:13])[C:4]=2[N:3]=1. The catalyst class is: 9.